Task: Regression. Given two drug SMILES strings and cell line genomic features, predict the synergy score measuring deviation from expected non-interaction effect.. Dataset: NCI-60 drug combinations with 297,098 pairs across 59 cell lines Drug 1: C1CN1C2=NC(=NC(=N2)N3CC3)N4CC4. Drug 2: C1CN(P(=O)(OC1)NCCCl)CCCl. Cell line: SW-620. Synergy scores: CSS=22.1, Synergy_ZIP=-1.79, Synergy_Bliss=1.97, Synergy_Loewe=-19.6, Synergy_HSA=1.54.